This data is from Forward reaction prediction with 1.9M reactions from USPTO patents (1976-2016). The task is: Predict the product of the given reaction. (1) Given the reactants [CH3:1][C:2]1[CH:6]=[C:5]([C:7]2[CH:12]=[CH:11][C:10]([CH3:13])=[CH:9][CH:8]=2)[S:4][C:3]=1[CH:14]=[O:15].P([O-])(O)(O)=[O:17].[Na+].S(=O)(=O)(O)N.Cl([O-])=O.[Na+].S([O-])([O-])=O.[Na+].[Na+].Cl, predict the reaction product. The product is: [CH3:1][C:2]1[CH:6]=[C:5]([C:7]2[CH:12]=[CH:11][C:10]([CH3:13])=[CH:9][CH:8]=2)[S:4][C:3]=1[C:14]([OH:17])=[O:15]. (2) The product is: [N:28]([CH:2]([C:7]1[S:11][C:10]([C:12]2[S:16][C:15]([O:17][C:18]3[CH:23]=[CH:22][C:21]([O:24][CH:25]([CH3:27])[CH3:26])=[CH:20][CH:19]=3)=[N:14][CH:13]=2)=[CH:9][CH:8]=1)[C:3]([F:6])([F:5])[F:4])=[N+:29]=[N-:30]. Given the reactants Cl[CH:2]([C:7]1[S:11][C:10]([C:12]2[S:16][C:15]([O:17][C:18]3[CH:23]=[CH:22][C:21]([O:24][CH:25]([CH3:27])[CH3:26])=[CH:20][CH:19]=3)=[N:14][CH:13]=2)=[CH:9][CH:8]=1)[C:3]([F:6])([F:5])[F:4].[N-:28]=[N+:29]=[N-:30].[Na+].O, predict the reaction product. (3) Given the reactants C(OC([N:8]1[C@@H:16]2[C@H:11]([C@H:12]([CH2:19][C:20]3[CH:25]=[CH:24][C:23]([O:26][CH3:27])=[C:22]([CH2:28][CH2:29][O:30][CH3:31])[CH:21]=3)[CH2:13][S:14](=[O:18])(=[O:17])[CH2:15]2)[O:10]C1(C)C)=O)(C)(C)C.[ClH:34].N, predict the reaction product. The product is: [ClH:34].[NH2:8][C@@H:16]1[C@@H:11]([OH:10])[C@H:12]([CH2:19][C:20]2[CH:25]=[CH:24][C:23]([O:26][CH3:27])=[C:22]([CH2:28][CH2:29][O:30][CH3:31])[CH:21]=2)[CH2:13][S:14](=[O:18])(=[O:17])[CH2:15]1.